Dataset: Full USPTO retrosynthesis dataset with 1.9M reactions from patents (1976-2016). Task: Predict the reactants needed to synthesize the given product. (1) The reactants are: [Br:1][C:2]1[C:3](O)=[N:4][C:5]([C:8]2[CH:13]=[C:12]([Cl:14])[CH:11]=[CH:10][C:9]=2[O:15][CH3:16])=[N:6][CH:7]=1.P(Cl)(Cl)([Cl:20])=O. Given the product [Br:1][C:2]1[C:3]([Cl:20])=[N:4][C:5]([C:8]2[CH:13]=[C:12]([Cl:14])[CH:11]=[CH:10][C:9]=2[O:15][CH3:16])=[N:6][CH:7]=1, predict the reactants needed to synthesize it. (2) Given the product [CH2:15]([O:17][C:18](=[O:34])[CH2:19][C@H:20]1[C:28]2[C:23](=[CH:24][C:25]([O:29][CH2:30][CH2:31][CH2:32][O:14][C:9]3[CH:8]=[CH:7][C:6]4[C:2]([CH3:1])=[N:3][O:4][C:5]=4[C:10]=3[CH2:11][CH2:12][CH3:13])=[CH:26][CH:27]=2)[CH2:22][CH2:21]1)[CH3:16], predict the reactants needed to synthesize it. The reactants are: [CH3:1][C:2]1[C:6]2[CH:7]=[CH:8][C:9]([OH:14])=[C:10]([CH2:11][CH2:12][CH3:13])[C:5]=2[O:4][N:3]=1.[CH2:15]([O:17][C:18](=[O:34])[CH2:19][C@H:20]1[C:28]2[C:23](=[CH:24][C:25]([O:29][CH2:30][CH2:31][CH2:32]Br)=[CH:26][CH:27]=2)[CH2:22][CH2:21]1)[CH3:16].C([O-])([O-])=O.[Cs+].[Cs+]. (3) Given the product [NH:41]1[CH:42]=[CH:43][N:39]=[C:40]1[NH:44][C:45]([C:47]1[C:55]2[N:54]=[C:53]([NH:56][C:18]([C:9]3[N:5]4[CH:6]=[CH:7][CH:8]=[C:3]([O:2][CH3:1])[C:4]4=[N:11][CH:10]=3)=[O:22])[NH:52][C:51]=2[CH:50]=[CH:49][CH:48]=1)=[O:46], predict the reactants needed to synthesize it. The reactants are: [CH3:1][O:2][C:3]1[C:4]2[N:5]([CH:9]=[C:10](C(O)=O)[N:11]=2)[CH:6]=[CH:7][CH:8]=1.CN([C:18]([O:22]N1N=NC2C=CC=CC1=2)=[N+](C)C)C.F[P-](F)(F)(F)(F)F.[NH:39]1[CH:43]=[CH:42][N:41]=[C:40]1[NH:44][C:45]([C:47]1[C:55]2[NH:54][C:53]([NH2:56])=[N:52][C:51]=2[CH:50]=[CH:49][CH:48]=1)=[O:46]. (4) Given the product [OH:1][C@@H:2]1[C:10]2[C:5](=[CH:6][CH:7]=[C:8]([C:11]([O:13][CH2:14][CH2:15][Si:16]([CH3:19])([CH3:18])[CH3:17])=[O:12])[CH:9]=2)[CH2:4][CH2:3]1, predict the reactants needed to synthesize it. The reactants are: [O:1]=[C:2]1[C:10]2[C:5](=[CH:6][CH:7]=[C:8]([C:11]([O:13][CH2:14][CH2:15][Si:16]([CH3:19])([CH3:18])[CH3:17])=[O:12])[CH:9]=2)[CH2:4][CH2:3]1. (5) Given the product [CH2:16]([C:15]1[O:13][C:3]2[C:4]([I:12])=[CH:5][C:6]([S:8]([CH3:11])(=[O:10])=[O:9])=[CH:7][C:2]=2[CH:14]=1)[CH3:17], predict the reactants needed to synthesize it. The reactants are: I[C:2]1[CH:7]=[C:6]([S:8]([CH3:11])(=[O:10])=[O:9])[CH:5]=[C:4]([I:12])[C:3]=1[OH:13].[CH:14]#[C:15][CH2:16][CH3:17]. (6) The reactants are: [CH3:1][C@@H:2]1[C@@H:9]2[C@@H:5]([CH2:6][N:7]([C:10]([O:12][CH2:13][C:14]3[CH:19]=[CH:18][CH:17]=[CH:16][CH:15]=3)=[O:11])[CH2:8]2)[CH2:4][C:3]1=O.[C:21]([BH3-])#[N:22].[Na+]. Given the product [CH3:1][C@@H:2]1[C@@H:9]2[C@@H:5]([CH2:6][N:7]([C:10]([O:12][CH2:13][C:14]3[CH:19]=[CH:18][CH:17]=[CH:16][CH:15]=3)=[O:11])[CH2:8]2)[CH2:4][C@H:3]1[NH:22][CH3:21], predict the reactants needed to synthesize it. (7) Given the product [CH2:31]([O:30][C:28]([C:27]1[CH:18]([C:17]2[CH:16]=[C:15]([O:21][CH3:22])[C:14]([O:23][CH3:24])=[C:13]([Br:12])[CH:20]=2)[C:3]2[C:2](=[CH:1][C:10]3[CH:9]=[CH:8][CH:7]=[CH:6][C:5]=3[CH:4]=2)[O:11][C:25]=1[NH2:26])=[O:29])[CH3:32], predict the reactants needed to synthesize it. The reactants are: [CH:1]1[C:10]2[C:5](=[CH:6][CH:7]=[CH:8][CH:9]=2)[CH:4]=[CH:3][C:2]=1[OH:11].[Br:12][C:13]1[C:14]([O:23][CH3:24])=[C:15]([O:21][CH3:22])[CH:16]=[C:17]([CH:20]=1)[CH:18]=O.[C:25]([CH2:27][C:28]([O:30][CH2:31][CH3:32])=[O:29])#[N:26].N1CCCCC1. (8) Given the product [C:22]([C:4]1[CH:3]=[C:2]([C:31]2[CH2:36][CH2:35][N:34]([C:37]([O:39][C:40]([CH3:43])([CH3:42])[CH3:41])=[O:38])[CH2:33][CH:32]=2)[CH:7]=[N:6][C:5]=1[O:8][C:9]1[CH:14]=[CH:13][C:12]([O:15][C:16]2[CH:21]=[CH:20][CH:19]=[CH:18][CH:17]=2)=[CH:11][CH:10]=1)(=[O:23])[NH2:24], predict the reactants needed to synthesize it. The reactants are: Cl[C:2]1[CH:3]=[C:4]([C:22]([NH2:24])=[O:23])[C:5]([O:8][C:9]2[CH:14]=[CH:13][C:12]([O:15][C:16]3[CH:21]=[CH:20][CH:19]=[CH:18][CH:17]=3)=[CH:11][CH:10]=2)=[N:6][CH:7]=1.CC1(C)OB([C:31]2[CH2:32][CH2:33][N:34]([C:37]([O:39][C:40]([CH3:43])([CH3:42])[CH3:41])=[O:38])[CH2:35][CH:36]=2)OC1(C)C.C([O-])([O-])=O.[Cs+].[Cs+]. (9) Given the product [N:26]([CH2:15][C:11]1([CH3:14])[NH:10][C:9](=[O:21])[N:8]([C:5]2[CH:6]=[CH:7][C:2]([Cl:1])=[C:3]([C:22]([F:25])([F:23])[F:24])[CH:4]=2)[C:12]1=[O:13])=[N+:27]=[N-:28], predict the reactants needed to synthesize it. The reactants are: [Cl:1][C:2]1[CH:7]=[CH:6][C:5]([N:8]2[C:12](=[O:13])[C:11]([CH2:15]OS(C)(=O)=O)([CH3:14])[NH:10][C:9]2=[O:21])=[CH:4][C:3]=1[C:22]([F:25])([F:24])[F:23].[N-:26]=[N+:27]=[N-:28].[Na+]. (10) The reactants are: [C:1]1([CH2:7][CH2:8][CH2:9][C:10]([OH:12])=O)[CH:6]=[CH:5][CH:4]=[CH:3][CH:2]=1.CN(C=O)C.[Cl:18][C:19]1[CH:20]=[C:21]([C:25]2[C:30]([NH2:31])=[C:29]([CH3:32])[N:28]=[C:27]([S:33][CH3:34])[N:26]=2)[CH:22]=[CH:23][CH:24]=1.N1C=CC=CC=1. Given the product [Cl:18][C:19]1[CH:20]=[C:21]([C:25]2[C:30]([NH:31][C:10](=[O:12])[CH2:9][CH2:8][CH2:7][C:1]3[CH:2]=[CH:3][CH:4]=[CH:5][CH:6]=3)=[C:29]([CH3:32])[N:28]=[C:27]([S:33][CH3:34])[N:26]=2)[CH:22]=[CH:23][CH:24]=1, predict the reactants needed to synthesize it.